From a dataset of Full USPTO retrosynthesis dataset with 1.9M reactions from patents (1976-2016). Predict the reactants needed to synthesize the given product. (1) Given the product [F:3][C:4]1[C:29]([F:30])=[CH:28][CH:27]=[CH:26][C:5]=1[CH2:6][S:7][C:8]1[N:9]=[C:10]([O:18][C@H:19]([CH3:25])[CH2:20][OH:21])[C:11]2[S:16][C:15](=[O:17])[NH:14][C:12]=2[N:13]=1, predict the reactants needed to synthesize it. The reactants are: [BH4-].[Li+].[F:3][C:4]1[C:29]([F:30])=[CH:28][CH:27]=[CH:26][C:5]=1[CH2:6][S:7][C:8]1[N:9]=[C:10]([O:18][C@H:19]([CH3:25])[C:20](OCC)=[O:21])[C:11]2[S:16][C:15](=[O:17])[NH:14][C:12]=2[N:13]=1. (2) Given the product [C:1]([O:4][C@H:5]1[C@H:10]([NH:11][C:43]([NH:42][C:40]([O:39][CH2:38][CH:36]2[C:35]3[CH:34]=[CH:33][CH:32]=[CH:31][C:30]=3[C:29]3[C:37]2=[CH:25][CH:26]=[CH:27][CH:28]=3)=[O:41])=[S:44])[C@@H:9]([O:12][C:13](=[O:15])[CH3:14])[C@H:8]([O:16][C:17](=[O:19])[CH3:18])[C@@H:7]([CH2:20][O:21][C:22](=[O:24])[CH3:23])[O:6]1)(=[O:3])[CH3:2], predict the reactants needed to synthesize it. The reactants are: [C:1]([O:4][C@H:5]1[C@H:10]([NH2:11])[C@@H:9]([O:12][C:13](=[O:15])[CH3:14])[C@H:8]([O:16][C:17](=[O:19])[CH3:18])[C@@H:7]([CH2:20][O:21][C:22](=[O:24])[CH3:23])[O:6]1)(=[O:3])[CH3:2].[CH:25]1[C:37]2[CH:36]([CH2:38][O:39][C:40]([N:42]=[C:43]=[S:44])=[O:41])[C:35]3[C:30](=[CH:31][CH:32]=[CH:33][CH:34]=3)[C:29]=2[CH:28]=[CH:27][CH:26]=1.C(N(CC)CC)C. (3) Given the product [F:22][C:5]1[C:6]2[N:10]([C@H:11]3[C@H:18]4[C@H:14]([O:15][C:16]([CH3:20])([CH3:19])[O:17]4)[C@@H:13]([CH3:21])[CH2:12]3)[CH:9]=[N:8][C:7]=2[C:2]([NH2:25])=[N:3][CH:4]=1.[F:44][C:27]1[C:28]2[N:32]=[CH:31][N:30]([C@H:33]3[C@H:40]4[C@H:36]([O:37][C:38]([CH3:42])([CH3:41])[O:39]4)[C@@H:35]([CH3:43])[CH2:34]3)[C:29]=2[C:24]([NH2:3])=[N:25][CH:26]=1, predict the reactants needed to synthesize it. The reactants are: F[C:2]1[C:7]2[N:8]=[CH:9][N:10]([C@H:11]3[C@H:18]4[C@H:14]([O:15][C:16]([CH3:20])([CH3:19])[O:17]4)[C@@H:13]([CH3:21])[CH2:12]3)[C:6]=2[C:5]([F:22])=[CH:4][N:3]=1.F[C:24]1[C:29]2[N:30]([C@H:33]3[C@H:40]4[C@H:36]([O:37][C:38]([CH3:42])([CH3:41])[O:39]4)[C@@H:35]([CH3:43])[CH2:34]3)[CH:31]=[N:32][C:28]=2[C:27]([F:44])=[CH:26][N:25]=1. (4) Given the product [Br:1][C:2]1[CH:3]=[C:4]([C:5]([OH:14])=[O:6])[CH:8]=[C:9]([Br:13])[C:10]=1[CH2:11][NH2:12], predict the reactants needed to synthesize it. The reactants are: [Br:1][C:2]1[CH:3]=[C:4]([CH:8]=[C:9]([Br:13])[C:10]=1[CH2:11][NH2:12])[C:5](N)=[O:6].[OH-:14].[Na+].Cl.